From a dataset of Catalyst prediction with 721,799 reactions and 888 catalyst types from USPTO. Predict which catalyst facilitates the given reaction. (1) Reactant: [F:1][C:2]1[C:7]([CH:8]=[O:9])=[C:6]([F:10])[CH:5]=[CH:4][C:3]=1[O:11]C(=O)OC(C)(C)C.[N:19]1[CH:24]=[CH:23][CH:22]=[C:21]([C:25]2[CH:26]=[C:27]3[CH:33]=[CH:32][NH:31][C:28]3=[N:29][CH:30]=2)[CH:20]=1.[OH-].[K+].O. Product: [F:1][C:2]1[C:7]([CH:8]([OH:9])[C:33]2[C:27]3[C:28](=[N:29][CH:30]=[C:25]([C:21]4[CH:20]=[N:19][CH:24]=[CH:23][CH:22]=4)[CH:26]=3)[NH:31][CH:32]=2)=[C:6]([F:10])[CH:5]=[CH:4][C:3]=1[OH:11]. The catalyst class is: 5. (2) Reactant: C([Li])CCC.[F:6][C:7]1[CH:8]=[C:9]([NH:14][C:15](=[O:20])[O:16][CH:17]([CH3:19])[CH3:18])[CH:10]=[C:11]([F:13])[CH:12]=1.CN(CCN(C)C)C.CN(C)[CH:31]=[O:32]. Product: [F:6][C:7]1[CH:8]=[C:9]([NH:14][C:15](=[O:20])[O:16][CH:17]([CH3:18])[CH3:19])[CH:10]=[C:11]([F:13])[C:12]=1[CH:31]=[O:32]. The catalyst class is: 1. (3) Reactant: [CH3:1][N:2]1[CH2:7][CH2:6][NH:5][CH2:4][CH2:3]1.C(O[C:13]([N:15]1[CH2:20][CH2:19][CH:18]([C:21]2[C:30]3[C:25](=[CH:26][C:27](F)=[CH:28][CH:29]=3)[N:24]=[CH:23][N:22]=2)[CH2:17][CH2:16]1)=[O:14])(C)(C)C.Cl.[N+](C1C=CC(OC(=O)[NH:44][C:45]2[CH:50]=[CH:49][C:48]([N:51]3[CH2:56][CH2:55][O:54][CH2:53][CH2:52]3)=[CH:47][CH:46]=2)=CC=1)([O-])=O. Product: [N:51]1([C:48]2[CH:47]=[CH:46][C:45]([NH:44][C:13]([N:15]3[CH2:16][CH2:17][CH:18]([C:21]4[C:30]5[C:25](=[CH:26][C:27]([N:5]6[CH2:6][CH2:7][N:2]([CH3:1])[CH2:3][CH2:4]6)=[CH:28][CH:29]=5)[N:24]=[CH:23][N:22]=4)[CH2:19][CH2:20]3)=[O:14])=[CH:50][CH:49]=2)[CH2:52][CH2:53][O:54][CH2:55][CH2:56]1. The catalyst class is: 58. (4) Reactant: [O:1]1[CH2:5][CH2:4][O:3][CH:2]1[CH2:6]/[CH:7]=[CH:8]/[C:9]1[CH:10]=[C:11]2[C:15](=[CH:16][CH:17]=1)[N:14]([C:18]([O:20][C:21]([CH3:24])([CH3:23])[CH3:22])=[O:19])[CH:13]=[CH:12]2. Product: [O:1]1[CH2:5][CH2:4][O:3][CH:2]1[CH2:6][CH2:7][CH2:8][C:9]1[CH:10]=[C:11]2[C:15](=[CH:16][CH:17]=1)[N:14]([C:18]([O:20][C:21]([CH3:24])([CH3:23])[CH3:22])=[O:19])[CH:13]=[CH:12]2. The catalyst class is: 78.